This data is from Peptide-MHC class II binding affinity with 134,281 pairs from IEDB. The task is: Regression. Given a peptide amino acid sequence and an MHC pseudo amino acid sequence, predict their binding affinity value. This is MHC class II binding data. (1) The peptide sequence is LNKNKYLTVIDKDAFG. The MHC is DRB1_0701 with pseudo-sequence DRB1_0701. The binding affinity (normalized) is 0.0206. (2) The peptide sequence is MWDPDVYLAFSGHRN. The MHC is DRB1_1001 with pseudo-sequence DRB1_1001. The binding affinity (normalized) is 0.613.